This data is from Catalyst prediction with 721,799 reactions and 888 catalyst types from USPTO. The task is: Predict which catalyst facilitates the given reaction. Reactant: [N:1]1([C:7](=[O:24])[CH2:8][CH:9]([CH2:13][S:14]([CH2:17][C:18]2[CH:23]=[CH:22]C=CC=2)(=[O:16])=[O:15])[C:10]([OH:12])=[O:11])[CH2:6][CH2:5][O:4][CH2:3][CH2:2]1.[OH-].[Na+].BrCC1CC1.OOS([O-])=O.[K+]. Product: [CH:18]1([CH2:17][S:14]([CH2:13][CH:9]([CH2:8][C:7]([N:1]2[CH2:2][CH2:3][O:4][CH2:5][CH2:6]2)=[O:24])[C:10]([OH:12])=[O:11])(=[O:15])=[O:16])[CH2:23][CH2:22]1. The catalyst class is: 88.